This data is from Forward reaction prediction with 1.9M reactions from USPTO patents (1976-2016). The task is: Predict the product of the given reaction. The product is: [NH2:9][C:7]1[CH:8]=[C:3]([O:2][CH3:1])[CH:4]=[C:5]([N:12]2[C:16](=[O:17])[N:15]([CH3:18])[N:14]=[N:13]2)[CH:6]=1. Given the reactants [CH3:1][O:2][C:3]1[CH:4]=[C:5]([N:12]2[C:16](=[O:17])[N:15]([CH3:18])[N:14]=[N:13]2)[CH:6]=[C:7]([N+:9]([O-])=O)[CH:8]=1, predict the reaction product.